Dataset: Peptide-MHC class II binding affinity with 134,281 pairs from IEDB. Task: Regression. Given a peptide amino acid sequence and an MHC pseudo amino acid sequence, predict their binding affinity value. This is MHC class II binding data. (1) The peptide sequence is IAAMMTSPLSVASMT. The MHC is DRB1_1602 with pseudo-sequence DRB1_1602. The binding affinity (normalized) is 0.651. (2) The peptide sequence is AFKVAATWANAAPAN. The MHC is HLA-DPA10201-DPB11401 with pseudo-sequence HLA-DPA10201-DPB11401. The binding affinity (normalized) is 0.638. (3) The peptide sequence is ILMTATPPGTSDEFP. The MHC is DRB3_0301 with pseudo-sequence DRB3_0301. The binding affinity (normalized) is 0.381. (4) The peptide sequence is GVDYTITVYAVTYYK. The MHC is DRB1_0701 with pseudo-sequence DRB1_0701. The binding affinity (normalized) is 0.625. (5) The peptide sequence is SYIAEMETESWIVDR. The MHC is DRB1_0101 with pseudo-sequence DRB1_0101. The binding affinity (normalized) is 0.302. (6) The peptide sequence is WLMWFIISIVQMAPV. The MHC is DRB1_0101 with pseudo-sequence DRB1_0101. The binding affinity (normalized) is 0.790. (7) The peptide sequence is PEVKYAVFEAALTKA. The MHC is DRB1_0101 with pseudo-sequence DRB1_0101. The binding affinity (normalized) is 0.716. (8) The peptide sequence is GELQIVDKIDAAAKI. The MHC is DRB1_1302 with pseudo-sequence DRB1_1302. The binding affinity (normalized) is 0.881.